This data is from Catalyst prediction with 721,799 reactions and 888 catalyst types from USPTO. The task is: Predict which catalyst facilitates the given reaction. (1) Reactant: [CH3:1][C:2]1([OH:12])[CH2:11][CH2:10][C:5]2(OCC[O:6]2)[CH2:4][CH2:3]1.Cl. Product: [OH:12][C:2]1([CH3:1])[CH2:11][CH2:10][C:5](=[O:6])[CH2:4][CH2:3]1. The catalyst class is: 1. (2) Reactant: [F:1][C:2]1[CH:7]=[CH:6][C:5]([CH:8]2[CH2:13][CH:12]([N:14]([CH3:16])[CH3:15])[CH2:11][CH2:10][N:9]2[C:17]([O-:19])=[O:18])=[C:4](/[CH:20]=[C:21]2/[C:22](=[O:32])[N:23]=[C:24]([N:26]3[CH2:31][CH2:30][NH:29][CH2:28][CH2:27]3)[S:25]/2)[CH:3]=1.[ClH:33].O1CCOCC1. Product: [ClH:33].[ClH:33].[F:1][C:2]1[CH:7]=[CH:6][C:5]([CH:8]2[CH2:13][CH:12]([N:14]([CH3:15])[CH3:16])[CH2:11][CH2:10][N:9]2[C:17]([OH:19])=[O:18])=[C:4](/[CH:20]=[C:21]2/[C:22](=[O:32])[N:23]=[C:24]([N:26]3[CH2:31][CH2:30][NH:29][CH2:28][CH2:27]3)[S:25]/2)[CH:3]=1. The catalyst class is: 5. (3) Reactant: [N+](=[CH2:3])=[N-].[CH3:4][C:5]([CH3:12])=[CH:6][CH2:7][CH2:8][C:9]([OH:11])=[O:10]. Product: [CH3:4][C:5]([CH3:12])=[CH:6][CH2:7][CH2:8][C:9]([O:11][CH3:3])=[O:10]. The catalyst class is: 28. (4) Reactant: [N:1]1([S:5]([NH2:8])(=[O:7])=[O:6])[CH2:4][CH2:3][CH2:2]1.C1(P(C2CCCCC2)C2C=CC=CC=2C2C(C(C)C)=CC(C(C)C)=CC=2C(C)C)CCCCC1.C(=O)([O-])[O-].[Cs+].[Cs+].Cl[C:50]1[N:55]=[C:54]([S:56][CH2:57][C:58]2[CH:63]=[CH:62][CH:61]=[C:60]([F:64])[C:59]=2[F:65])[N:53]=[C:52]([O:66][C@@H:67]([CH3:71])[C@@H:68]([OH:70])[CH3:69])[CH:51]=1. Product: [F:65][C:59]1[C:60]([F:64])=[CH:61][CH:62]=[CH:63][C:58]=1[CH2:57][S:56][C:54]1[N:55]=[C:50]([NH:8][S:5]([N:1]2[CH2:4][CH2:3][CH2:2]2)(=[O:7])=[O:6])[CH:51]=[C:52]([O:66][C@@H:67]([CH3:71])[C@@H:68]([OH:70])[CH3:69])[N:53]=1. The catalyst class is: 62. (5) Reactant: C[O:2][C:3](=[O:23])[C:4]1[CH:9]=[C:8]([N:10]2[CH:14]=[N:13][N:12]=[N:11]2)[CH:7]=[C:6]([C:15]2[C:20]([O:21][CH3:22])=[CH:19][CH:18]=[CH:17][N:16]=2)[CH:5]=1.C1COCC1.O[Li].O. Product: [CH3:22][O:21][C:20]1[C:15]([C:6]2[CH:5]=[C:4]([CH:9]=[C:8]([N:10]3[CH:14]=[N:13][N:12]=[N:11]3)[CH:7]=2)[C:3]([OH:23])=[O:2])=[N:16][CH:17]=[CH:18][CH:19]=1. The catalyst class is: 5.